Dataset: Forward reaction prediction with 1.9M reactions from USPTO patents (1976-2016). Task: Predict the product of the given reaction. (1) Given the reactants [Br:1][C:2]1[CH:3]=[C:4]([NH2:8])[CH:5]=[N:6][CH:7]=1.N1C=CC=CC=1.[CH:15]1([S:18](Cl)(=[O:20])=[O:19])[CH2:17][CH2:16]1, predict the reaction product. The product is: [Br:1][C:2]1[CH:3]=[C:4]([NH:8][S:18]([CH:15]2[CH2:17][CH2:16]2)(=[O:20])=[O:19])[CH:5]=[N:6][CH:7]=1. (2) Given the reactants Cl.Cl.[Br:3][C:4]1[CH:9]=[CH:8][C:7]([Cl:10])=[CH:6][C:5]=1[NH:11]N=C1CCNCC1.[CH3:19][CH2:20]O, predict the reaction product. The product is: [ClH:10].[Br:3][C:4]1[C:5]2[NH:11][C:9]3[CH2:4][CH2:5][NH:11][CH2:19][C:20]=3[C:6]=2[C:7]([Cl:10])=[CH:8][CH:9]=1.